This data is from Reaction yield outcomes from USPTO patents with 853,638 reactions. The task is: Predict the reaction yield, written as a fraction of the theoretical maximum amount of product (1.0 means a 100% yield; for example, 0.34 means a 34% yield). (1) The reactants are [CH2:1]=O.Cl.[CH3:4][NH:5][CH3:6].[CH3:7][CH:8]([CH3:14])[CH2:9][CH2:10][C:11](=[O:13])[CH3:12].[OH-].[Na+]. The catalyst is CCOCC.CO. The product is [CH3:4][N:5]([CH2:1][CH:10]([CH2:9][CH:8]([CH3:14])[CH3:7])[C:11](=[O:13])[CH3:12])[CH3:6]. The yield is 0.570. (2) The reactants are C(OC([N:8]([OH:24])[C:9]1([CH2:18][C:19]2[S:20][CH:21]=[CH:22][CH:23]=2)[C:14](=[O:15])[NH:13][C:12](=[O:16])[NH:11][C:10]1=[O:17])=O)(C)(C)C. The catalyst is C(O)C.Cl. The yield is 0.700. The product is [OH:24][NH:8][C:9]1([CH2:18][C:19]2[S:20][CH:21]=[CH:22][CH:23]=2)[C:10](=[O:17])[NH:11][C:12](=[O:16])[NH:13][C:14]1=[O:15]. (3) The reactants are [F:1][C:2]1[CH:34]=[CH:33][C:5]([CH2:6][N:7]2[C:16](=[O:17])[C:15]([C:18]3[NH:23][C:22]4[CH:24]=[CH:25][C:26](I)=[CH:27][C:21]=4[S:20](=[O:30])(=[O:29])[N:19]=3)=[C:14]([OH:31])[C@H:13]3[C@@H:8]2[C@H:9]2[CH2:32][C@@H:12]3[CH2:11][CH2:10]2)=[CH:4][CH:3]=1.[CH:35]1([S:38]([NH2:41])(=[O:40])=[O:39])[CH2:37][CH2:36]1.N(CC(O)=O)C.P([O-])([O-])([O-])=O.[K+].[K+].[K+]. The catalyst is CN(C)C=O.[Cu]I. The product is [F:1][C:2]1[CH:34]=[CH:33][C:5]([CH2:6][N:7]2[C:16](=[O:17])[C:15]([C:18]3[NH:23][C:22]4[CH:24]=[CH:25][C:26]([NH:41][S:38]([CH:35]5[CH2:37][CH2:36]5)(=[O:40])=[O:39])=[CH:27][C:21]=4[S:20](=[O:30])(=[O:29])[N:19]=3)=[C:14]([OH:31])[C@H:13]3[C@@H:8]2[C@H:9]2[CH2:32][C@@H:12]3[CH2:11][CH2:10]2)=[CH:4][CH:3]=1. The yield is 0.960. (4) The reactants are [F:1][C:2]1[CH:3]=[C:4]([C@H:8]2[CH2:12][CH2:11][CH2:10][N:9]2[C:13]2[CH:18]=[CH:17][N:16]3[N:19]=[CH:20][C:21]([NH2:22])=[C:15]3[N:14]=2)[CH:5]=[CH:6][CH:7]=1.[CH3:23][N:24]1[C:29](=[O:30])[CH:28]=[CH:27][C:26]([C:31](O)=[O:32])=[N:25]1.CN(C(ON1N=NC2C=CC=NC1=2)=[N+](C)C)C.F[P-](F)(F)(F)(F)F.CCN(C(C)C)C(C)C. The catalyst is CCOCC.CN(C=O)C. The product is [F:1][C:2]1[CH:3]=[C:4]([C@H:8]2[CH2:12][CH2:11][CH2:10][N:9]2[C:13]2[CH:18]=[CH:17][N:16]3[N:19]=[CH:20][C:21]([NH:22][C:31]([C:26]4[CH:27]=[CH:28][C:29](=[O:30])[N:24]([CH3:23])[N:25]=4)=[O:32])=[C:15]3[N:14]=2)[CH:5]=[CH:6][CH:7]=1. The yield is 0.330.